Dataset: Full USPTO retrosynthesis dataset with 1.9M reactions from patents (1976-2016). Task: Predict the reactants needed to synthesize the given product. (1) Given the product [CH3:15][C:5]1[CH:10]=[CH:9][C:8]([S:11]([OH:14])(=[O:13])=[O:12])=[CH:7][CH:6]=1, predict the reactants needed to synthesize it. The reactants are: O.Cl.[K].O.[C:5]1([CH3:15])[CH:10]=[CH:9][C:8]([S:11]([OH:14])(=[O:13])=[O:12])=[CH:7][CH:6]=1. (2) Given the product [CH3:1][N:2]([CH3:17])[C:3]([N:5]1[CH2:9][CH:8]2[CH2:10][C:11]([CH3:16])([C:13]([N:31]=[N+:32]=[N-:33])=[O:14])[CH2:12][CH:7]2[CH2:6]1)=[O:4], predict the reactants needed to synthesize it. The reactants are: [CH3:1][N:2]([CH3:17])[C:3]([N:5]1[CH2:9][CH:8]2[CH2:10][C:11]([CH3:16])([C:13](O)=[O:14])[CH2:12][CH:7]2[CH2:6]1)=[O:4].C(N(CC)CC)C.ClC(OCC)=O.[N-:31]=[N+:32]=[N-:33].[Na+].